Dataset: Reaction yield outcomes from USPTO patents with 853,638 reactions. Task: Predict the reaction yield, written as a fraction of the theoretical maximum amount of product (1.0 means a 100% yield; for example, 0.34 means a 34% yield). The reactants are [CH:1]([O:3][CH2:4][CH3:5])=[O:2].ClC1C=[CH:11][C:10]([CH2:13]C(OCC)=O)=[CH:9]C=1.CC([O-])(C)C.[K+].[ClH:25].[CH:26]([NH2:29])([CH3:28])[CH3:27].C[C:31]([OH:33])=O.CC(OC(OC(OC(C)(C)C)=O)=O)(C)C.[CH2:49](N(CC)CC)[CH3:50].[C:56](O)(=O)[CH2:57][C:58]([CH2:63][C:64](O)=O)([C:60](O)=O)O.[OH2:69]. The catalyst is CC(OC)(C)C.CN(C1C=CN=CC=1)C.CN(C=O)C. The product is [C:10]([O:69][C:31]([N:29]([CH:26]([CH3:28])[CH3:27])/[CH:56]=[C:57](\[C:58]1[CH:63]=[CH:64][C:50]([Cl:25])=[CH:49][CH:60]=1)/[C:1]([O:3][CH2:4][CH3:5])=[O:2])=[O:33])([CH3:13])([CH3:11])[CH3:9]. The yield is 0.630.